From a dataset of Peptide-MHC class II binding affinity with 134,281 pairs from IEDB. Regression. Given a peptide amino acid sequence and an MHC pseudo amino acid sequence, predict their binding affinity value. This is MHC class II binding data. (1) The peptide sequence is HVRVSQPSLILVSQY. The MHC is DRB1_0301 with pseudo-sequence DRB1_0301. The binding affinity (normalized) is 0.599. (2) The peptide sequence is GSFVRTVSLPVGADE. The MHC is DRB3_0101 with pseudo-sequence DRB3_0101. The binding affinity (normalized) is 0.652.